This data is from NCI-60 drug combinations with 297,098 pairs across 59 cell lines. The task is: Regression. Given two drug SMILES strings and cell line genomic features, predict the synergy score measuring deviation from expected non-interaction effect. Drug 1: CS(=O)(=O)C1=CC(=C(C=C1)C(=O)NC2=CC(=C(C=C2)Cl)C3=CC=CC=N3)Cl. Drug 2: C1CC(=O)NC(=O)C1N2CC3=C(C2=O)C=CC=C3N. Cell line: SW-620. Synergy scores: CSS=-0.856, Synergy_ZIP=-1.06, Synergy_Bliss=-3.48, Synergy_Loewe=-4.52, Synergy_HSA=-5.92.